This data is from NCI-60 drug combinations with 297,098 pairs across 59 cell lines. The task is: Regression. Given two drug SMILES strings and cell line genomic features, predict the synergy score measuring deviation from expected non-interaction effect. Drug 1: C1=NC(=NC(=O)N1C2C(C(C(O2)CO)O)O)N. Drug 2: CCC1(CC2CC(C3=C(CCN(C2)C1)C4=CC=CC=C4N3)(C5=C(C=C6C(=C5)C78CCN9C7C(C=CC9)(C(C(C8N6C)(C(=O)OC)O)OC(=O)C)CC)OC)C(=O)OC)O.OS(=O)(=O)O. Cell line: OVCAR-5. Synergy scores: CSS=4.25, Synergy_ZIP=-2.10, Synergy_Bliss=-0.666, Synergy_Loewe=1.35, Synergy_HSA=1.48.